Dataset: Reaction yield outcomes from USPTO patents with 853,638 reactions. Task: Predict the reaction yield, written as a fraction of the theoretical maximum amount of product (1.0 means a 100% yield; for example, 0.34 means a 34% yield). (1) The reactants are [F:1][C:2]1[CH:3]=[C:4]([CH:6]=[CH:7][C:8]=1[O:9][C:10]1[C:19]2[C:14](=[CH:15][C:16]([O:22][CH2:23][CH2:24][CH2:25][N:26]3[CH2:31][CH2:30][CH2:29][CH2:28][CH2:27]3)=[C:17]([O:20][CH3:21])[CH:18]=2)[N:13]=[CH:12][CH:11]=1)[NH2:5].FC1C=C([N+]([O-])=O)C=CC=1OC1C2C(=CC(O)=C(OC)C=2)N=CC=1.N1(CCCO)CCCCC1.[F:66][C:67]1[CH:72]=[CH:71][C:70]([N:73]2[C:78](=[O:79])[C:77]([C:80](O)=[O:81])=[CH:76][CH:75]=[N:74]2)=[CH:69][CH:68]=1. No catalyst specified. The product is [F:1][C:2]1[CH:3]=[C:4]([NH:5][C:80]([C:77]2[C:78](=[O:79])[N:73]([C:70]3[CH:71]=[CH:72][C:67]([F:66])=[CH:68][CH:69]=3)[N:74]=[CH:75][CH:76]=2)=[O:81])[CH:6]=[CH:7][C:8]=1[O:9][C:10]1[C:19]2[C:14](=[CH:15][C:16]([O:22][CH2:23][CH2:24][CH2:25][N:26]3[CH2:27][CH2:28][CH2:29][CH2:30][CH2:31]3)=[C:17]([O:20][CH3:21])[CH:18]=2)[N:13]=[CH:12][CH:11]=1. The yield is 0.660. (2) The reactants are Br[CH2:2][C:3]1[NH:8][C:7]([C:9]2[S:10][CH:11]=[CH:12][N:13]=2)=[N:6][CH:5]([C:14]2[CH:19]=[CH:18][C:17]([F:20])=[CH:16][C:15]=2[Cl:21])[C:4]=1[C:22]([O:24][CH2:25][CH3:26])=[O:23].Cl.[NH:28]1[CH2:33][CH2:32][O:31][CH:30]([C:34]([OH:36])=[O:35])[CH2:29]1. No catalyst specified. The product is [Cl:21][C:15]1[CH:16]=[C:17]([F:20])[CH:18]=[CH:19][C:14]=1[CH:5]1[N:6]=[C:7]([C:9]2[S:10][CH:11]=[CH:12][N:13]=2)[NH:8][C:3]([CH2:2][N:28]2[CH2:33][CH2:32][O:31][CH:30]([C:34]([OH:36])=[O:35])[CH2:29]2)=[C:4]1[C:22]([O:24][CH2:25][CH3:26])=[O:23]. The yield is 0.420. (3) The reactants are CO[C:3](=[O:21])[C:4]1[CH:9]=[C:8]([C:10]2[N:11]([CH3:15])[N:12]=[CH:13][CH:14]=2)[C:7]([C:16]([F:19])([F:18])[CH3:17])=[CH:6][C:5]=1[NH2:20].CC[N:24]([CH2:27]C)CC.[CH3:29][S:30]([NH:33]N)(=[O:32])=[O:31].[OH-:35].[Na+]. The catalyst is C(Cl)Cl. The product is [F:19][C:16]([C:7]1[CH:6]=[C:5]2[C:4]([C:3](=[O:21])[N:24]([NH:33][S:30]([CH3:29])(=[O:32])=[O:31])[C:27](=[O:35])[NH:20]2)=[CH:9][C:8]=1[C:10]1[N:11]([CH3:15])[N:12]=[CH:13][CH:14]=1)([F:18])[CH3:17]. The yield is 0.800. (4) The reactants are [CH:1]1([CH:4]=[CH:5][C:6]2[S:10][C:9]([CH:11]=[O:12])=[CH:8][CH:7]=2)[CH2:3][CH2:2]1.[BH4-].[Na+].C(O)(=O)C.O. The catalyst is O1CCCC1CCO. The product is [CH:1]1([CH:4]=[CH:5][C:6]2[S:10][C:9]([CH2:11][OH:12])=[CH:8][CH:7]=2)[CH2:3][CH2:2]1. The yield is 0.962.